Dataset: Forward reaction prediction with 1.9M reactions from USPTO patents (1976-2016). Task: Predict the product of the given reaction. (1) Given the reactants O[C:2]1[N:7]2[N:8]=[CH:9][CH:10]=[C:6]2[N:5]=[CH:4][C:3]=1[C:11]([O:13][CH2:14][CH3:15])=[O:12].[Cl:16][C:17]1[CH:23]=[C:22]([F:24])[CH:21]=[CH:20][C:18]=1[NH2:19], predict the reaction product. The product is: [Cl:16][C:17]1[CH:23]=[C:22]([F:24])[CH:21]=[CH:20][C:18]=1[NH:19][C:2]1[N:7]2[N:8]=[CH:9][CH:10]=[C:6]2[N:5]=[CH:4][C:3]=1[C:11]([O:13][CH2:14][CH3:15])=[O:12]. (2) Given the reactants C(OC([NH:8][C:9]1([CH3:28])[CH2:13][CH2:12][CH2:11][CH:10]1[NH:14][C:15](=[O:27])[O:16][C@@H:17]1[CH2:22][C@H:21]([CH3:23])[CH2:20][CH2:19][C@H:18]1[CH:24]([CH3:26])[CH3:25])=O)(C)(C)C.[ClH:29], predict the reaction product. The product is: [ClH:29].[NH2:8][C:9]1([CH3:28])[CH2:13][CH2:12][CH2:11][CH:10]1[NH:14][C:15](=[O:27])[O:16][C@@H:17]1[CH2:22][C@H:21]([CH3:23])[CH2:20][CH2:19][C@H:18]1[CH:24]([CH3:25])[CH3:26].